This data is from Reaction yield outcomes from USPTO patents with 853,638 reactions. The task is: Predict the reaction yield, written as a fraction of the theoretical maximum amount of product (1.0 means a 100% yield; for example, 0.34 means a 34% yield). (1) The catalyst is CN(C=O)C. The product is [CH:38]1([NH:34][C:23](=[O:24])[C:22]2[CH:26]=[CH:27][C:19]([N:16]3[CH2:15][CH2:14][N:13]([CH2:12][C:9]4[CH:10]=[N:11][C:5]5[N:4]6[CH2:28][CH2:29][CH2:30][CH2:31][C@H:3]6[C:2](=[O:1])[NH:7][C:6]=5[CH:8]=4)[CH2:18][CH2:17]3)=[N:20][CH:21]=2)[CH2:40][CH2:39]1. The reactants are [O:1]=[C:2]1[NH:7][C:6]2[CH:8]=[C:9]([CH2:12][N:13]3[CH2:18][CH2:17][N:16]([C:19]4[CH:27]=[CH:26][C:22]([C:23](O)=[O:24])=[CH:21][N:20]=4)[CH2:15][CH2:14]3)[CH:10]=[N:11][C:5]=2[N:4]2[CH2:28][CH2:29][CH2:30][CH2:31][C@@H:3]12.C([N:34]([CH:38]([CH3:40])[CH3:39])C(C)C)C.C1(N)CC1. The yield is 0.500. (2) The reactants are [OH:1][C@@H:2]1[CH2:6][CH2:5][N:4]([C:7]2[CH:12]=[CH:11][C:10]([S:13]([NH:16][C:17]3[S:18][CH:19]=[CH:20][N:21]=3)(=[O:15])=[O:14])=[CH:9][CH:8]=2)[C:3]1=[O:22].CCN(C(C)C)C(C)C.[CH3:32][O:33][C:34]1[CH:39]=[CH:38][C:37]([S:40](Cl)(=[O:42])=[O:41])=[CH:36][CH:35]=1. The catalyst is C(Cl)Cl. The product is [OH:1][C@@H:2]1[CH2:6][CH2:5][N:4]([C:7]2[CH:12]=[CH:11][C:10]([S:13]([N:16]([S:40]([C:37]3[CH:36]=[CH:35][C:34]([O:33][CH3:32])=[CH:39][CH:38]=3)(=[O:42])=[O:41])[C:17]3[S:18][CH:19]=[CH:20][N:21]=3)(=[O:14])=[O:15])=[CH:9][CH:8]=2)[C:3]1=[O:22]. The yield is 0.900.